From a dataset of Full USPTO retrosynthesis dataset with 1.9M reactions from patents (1976-2016). Predict the reactants needed to synthesize the given product. (1) Given the product [CH3:1][O:2][CH2:3][O:4][C:5]1[C:6]([CH3:18])=[C:7]2[C:12](=[C:13]([CH3:16])[C:14]=1[CH3:15])[S:11][CH2:10][C:9]1([CH2:21][CH2:20]1)[C:8]2=[O:17], predict the reactants needed to synthesize it. The reactants are: [CH3:1][O:2][CH2:3][O:4][C:5]1[C:6]([CH3:18])=[C:7]2[C:12](=[C:13]([CH3:16])[C:14]=1[CH3:15])[S:11][CH2:10][CH2:9][C:8]2=[O:17].Cl[CH2:20][CH2:21]Cl.[H-].[Na+].O. (2) Given the product [CH3:1][O:2][C:3]([C:4]1[N:20]=[C:17]([CH3:18])[S:19][C:5]=1[C:6]1[CH:11]=[CH:10][C:9]([CH3:12])=[CH:8][C:7]=1[CH3:13])=[O:16], predict the reactants needed to synthesize it. The reactants are: [CH3:1][O:2][C:3](=[O:16])[C:4](=O)[CH:5](Cl)[C:6]1[CH:11]=[CH:10][C:9]([CH3:12])=[CH:8][C:7]=1[CH3:13].[C:17]([NH2:20])(=[S:19])[CH3:18]. (3) Given the product [CH3:1][C@:2]12[C@@:19]3([CH3:20])[C@@H:10]([C@:11]4([CH3:30])[C@@H:16]([CH2:17][CH2:18]3)[C:15]([CH3:22])([CH3:21])[C:14]([CH:23]=[C:24]3[CH2:27][CH:53]([C:52]([OH:50])=[O:54])[CH2:25]3)=[CH:13][CH2:12]4)[CH2:9][CH2:8][C@@H:7]1[C@H:6]1[C@H:31]([C:34]([CH3:36])=[CH2:35])[CH2:32][CH2:33][C@:5]1([NH:37][CH2:38][CH2:39][N:40]1[CH2:45][CH2:44][CH:43]([S:46]([CH3:49])(=[O:48])=[O:47])[CH2:42][CH2:41]1)[CH2:4][CH2:3]2, predict the reactants needed to synthesize it. The reactants are: [CH3:1][C@:2]12[C@@:19]3([CH3:20])[C@@H:10]([C@:11]4([CH3:30])[C@@H:16]([CH2:17][CH2:18]3)[C:15]([CH3:22])([CH3:21])[C:14]([CH:23]=[C:24]3[CH2:27]C(C#N)[CH2:25]3)=[CH:13][CH2:12]4)[CH2:9][CH2:8][C@@H:7]1[C@H:6]1[C@H:31]([C:34]([CH3:36])=[CH2:35])[CH2:32][CH2:33][C@:5]1([NH:37][CH2:38][CH2:39][N:40]1[CH2:45][CH2:44][CH:43]([S:46]([CH3:49])(=[O:48])=[O:47])[CH2:42][CH2:41]1)[CH2:4][CH2:3]2.[OH-:50].[K+].[CH2:52]([OH:54])[CH3:53]. (4) Given the product [CH:1]1([CH2:6][CH:7]([C:11]2[CH:16]=[CH:15][C:14]([S:17]([CH3:20])(=[O:19])=[O:18])=[CH:13][CH:12]=2)[C:8]([NH:37][C:24]2[S:25][C:26]([S:27]([N:30]3[CH2:35][CH2:34][N:33]([CH3:36])[CH2:32][CH2:31]3)(=[O:29])=[O:28])=[C:22]([CH3:21])[N:23]=2)=[O:10])[CH2:2][CH2:3][CH2:4][CH2:5]1, predict the reactants needed to synthesize it. The reactants are: [CH:1]1([CH2:6][CH:7]([C:11]2[CH:16]=[CH:15][C:14]([S:17]([CH3:20])(=[O:19])=[O:18])=[CH:13][CH:12]=2)[C:8]([OH:10])=O)[CH2:5][CH2:4][CH2:3][CH2:2]1.[CH3:21][C:22]1[N:23]=[C:24]([NH2:37])[S:25][C:26]=1[S:27]([N:30]1[CH2:35][CH2:34][N:33]([CH3:36])[CH2:32][CH2:31]1)(=[O:29])=[O:28]. (5) Given the product [Si:9]([O:6][CH2:5][C:4](=[CH2:3])[CH2:7][OH:8])([C:12]([CH3:15])([CH3:14])[CH3:13])([CH3:11])[CH3:10], predict the reactants needed to synthesize it. The reactants are: [H-].[Na+].[CH2:3]=[C:4]([CH2:7][OH:8])[CH2:5][OH:6].[Si:9](Cl)([C:12]([CH3:15])([CH3:14])[CH3:13])([CH3:11])[CH3:10].O. (6) Given the product [CH:1]([C:4]1[CH:5]=[CH:6][C:7]2[C:8]3[CH2:16][N:15]([CH3:17])[CH2:14][CH2:13][C:9]=3[N:10]([CH2:20][C:21]([C:24]3[CH:29]=[CH:28][N:27]=[CH:26][CH:25]=3)([OH:22])[CH3:23])[C:11]=2[CH:12]=1)([CH3:3])[CH3:2], predict the reactants needed to synthesize it. The reactants are: [CH:1]([C:4]1[CH:5]=[CH:6][C:7]2[C:8]3[CH2:16][N:15]([CH3:17])[CH2:14][CH2:13][C:9]=3[NH:10][C:11]=2[CH:12]=1)([CH3:3])[CH3:2].[H-].[Na+].[CH3:20][C:21]1([C:24]2[CH:29]=[CH:28][N:27]=[CH:26][CH:25]=2)[CH2:23][O:22]1. (7) Given the product [CH3:1][S:2]([C:5]1[CH:6]=[C:7]([CH:11]([N:37]2[C:33](=[O:43])[C:34]3[C:35](=[CH:39][CH:40]=[CH:41][CH:42]=3)[C:36]2=[O:38])[CH3:12])[CH:8]=[CH:9][CH:10]=1)(=[O:4])=[O:3], predict the reactants needed to synthesize it. The reactants are: [CH3:1][S:2]([C:5]1[CH:6]=[C:7]([CH:11](O)[CH3:12])[CH:8]=[CH:9][CH:10]=1)(=[O:4])=[O:3].C1(P(C2C=CC=CC=2)C2C=CC=CC=2)C=CC=CC=1.[C:33]1(=[O:43])[NH:37][C:36](=[O:38])[C:35]2=[CH:39][CH:40]=[CH:41][CH:42]=[C:34]12.N(C(OC(C)C)=O)=NC(OC(C)C)=O.